This data is from Full USPTO retrosynthesis dataset with 1.9M reactions from patents (1976-2016). The task is: Predict the reactants needed to synthesize the given product. (1) Given the product [Cl:1][C:2]1[CH:11]=[CH:10][C:9]2[N:8]=[CH:7][C:6]3[C:12](=[O:37])[NH:13][C:14](=[O:27])[N:15]([C:16]4[CH:17]=[CH:18][C:19]([C:22]([CH3:26])([CH3:25])[C:23]#[N:24])=[CH:20][CH:21]=4)[C:5]=3[C:4]=2[N:3]=1, predict the reactants needed to synthesize it. The reactants are: [Cl:1][C:2]1[CH:11]=[CH:10][C:9]2[N:8]=[CH:7][C:6]3[C:12](=[O:37])[N:13](CC4C=CC(OC)=CC=4)[C:14](=[O:27])[N:15]([C:16]4[CH:21]=[CH:20][C:19]([C:22]([CH3:26])([CH3:25])[C:23]#[N:24])=[CH:18][CH:17]=4)[C:5]=3[C:4]=2[N:3]=1.[N+]([O-])(O)=O.[N+]([O-])(O)=O.[N+]([O-])(O)=O.[N+]([O-])(O)=O.[N+]([O-])(O)=O.[N+]([O-])(O)=O.[Ce]. (2) Given the product [ClH:21].[ClH:21].[CH3:1][C:2]1[N:7]=[C:6]([S:8][CH2:9][C:10]2[CH:11]=[C:12]3[C:17](=[CH:18][CH:19]=2)[N:16]=[CH:15][CH:14]=[N:13]3)[N:5]=[C:4]([OH:20])[CH:3]=1, predict the reactants needed to synthesize it. The reactants are: [CH3:1][C:2]1[N:7]=[C:6]([S:8][CH2:9][C:10]2[CH:11]=[C:12]3[C:17](=[CH:18][CH:19]=2)[N:16]=[CH:15][CH:14]=[N:13]3)[N:5]=[C:4]([OH:20])[CH:3]=1.[ClH:21].O1CCOCC1. (3) Given the product [Cl:1][C:2]1[CH:7]=[CH:6][C:5]([NH:8][C:9](=[O:20])/[C:10](/[CH3:19])=[CH:11]/[C:12]2[CH:17]=[CH:16][CH:15]=[C:14]([O:18][C:26]3[CH:31]=[CH:30][N:29]=[C:28]([C:32]#[N:33])[CH:27]=3)[CH:13]=2)=[CH:4][C:3]=1[C:21]([F:22])([F:23])[F:24], predict the reactants needed to synthesize it. The reactants are: [Cl:1][C:2]1[CH:7]=[CH:6][C:5]([NH:8][C:9](=[O:20])/[C:10](/[CH3:19])=[CH:11]/[C:12]2[CH:17]=[CH:16][CH:15]=[C:14]([OH:18])[CH:13]=2)=[CH:4][C:3]=1[C:21]([F:24])([F:23])[F:22].Cl[C:26]1[CH:31]=[CH:30][N:29]=[C:28]([C:32]#[N:33])[CH:27]=1.C(=O)([O-])[O-].[Cs+].[Cs+]. (4) Given the product [C:1]([N:4]1[C:13]2[C:8](=[CH:9][C:10]([C:14]3[CH:15]=[CH:16][C:17]([CH2:20][C:21]([NH:35][CH:36]([CH2:39][OH:40])[CH2:37][OH:38])=[O:23])=[CH:18][CH:19]=3)=[CH:11][CH:12]=2)[C@H:7]([NH:24][C:25]2[CH:30]=[CH:29][C:28]([C:31]#[N:32])=[CH:27][N:26]=2)[CH2:6][C@@H:5]1[CH3:33])(=[O:3])[CH3:2], predict the reactants needed to synthesize it. The reactants are: [C:1]([N:4]1[C:13]2[C:8](=[CH:9][C:10]([C:14]3[CH:19]=[CH:18][C:17]([CH2:20][C:21]([OH:23])=O)=[CH:16][CH:15]=3)=[CH:11][CH:12]=2)[C@H:7]([NH:24][C:25]2[CH:30]=[CH:29][C:28]([C:31]#[N:32])=[CH:27][N:26]=2)[CH2:6][C@@H:5]1[CH3:33])(=[O:3])[CH3:2].[Li].[NH2:35][CH:36]([CH2:39][OH:40])[CH2:37][OH:38].CN(C(ON1N=NC2C=CC=NC1=2)=[N+](C)C)C.F[P-](F)(F)(F)(F)F.CCN(C(C)C)C(C)C. (5) Given the product [F:13][C:14]1[CH:22]=[CH:21][CH:20]=[C:19]([F:23])[C:15]=1[C:16]([N:10]=[C:8]1[N:7]([CH:25]([CH2:30][CH3:31])[C:26]([OH:28])=[O:27])[C:6]2[CH:11]=[C:2]([F:1])[C:3]([F:12])=[CH:4][C:5]=2[S:9]1)=[O:17], predict the reactants needed to synthesize it. The reactants are: [F:1][C:2]1[C:3]([F:12])=[CH:4][C:5]2[S:9][C:8]([NH2:10])=[N:7][C:6]=2[CH:11]=1.[F:13][C:14]1[CH:22]=[CH:21][CH:20]=[C:19]([F:23])[C:15]=1[C:16](Cl)=[O:17].Br[CH:25]([CH2:30][CH3:31])[C:26]([O:28]C)=[O:27].COC1C=CC2N=C(N)SC=2C=1.ClC1C=C(C=CC=1)C(Cl)=O.BrCC(OCC)=O. (6) Given the product [F:1][C:2]1[CH:3]=[C:4]([C:8]2[C@:9]3([CH2:25][CH2:24][C@H:23]4[C@@H:14]([CH2:15][CH2:16][C:17]5[CH:18]=[C:19]([C:26]([N:29]6[CH2:40][CH2:39][CH2:38][C@@H:30]6[C:31]([OH:33])=[O:32])=[O:27])[CH:20]=[CH:21][C:22]=54)[C@@H:11]3[CH2:12][CH:13]=2)[CH3:10])[CH:5]=[N:6][CH:7]=1, predict the reactants needed to synthesize it. The reactants are: [F:1][C:2]1[CH:3]=[C:4]([C:8]2[C@:9]3([CH2:25][CH2:24][C@H:23]4[C@@H:14]([CH2:15][CH2:16][C:17]5[CH:18]=[C:19]([C:26](O)=[O:27])[CH:20]=[CH:21][C:22]=54)[C@@H:11]3[CH2:12][CH:13]=2)[CH3:10])[CH:5]=[N:6][CH:7]=1.[NH:29]1[CH2:40][CH2:39][CH2:38][C@@H:30]1[C:31]([O:33]C(C)(C)C)=[O:32]. (7) The reactants are: Cl.[NH2:2][CH:3]1[CH2:12][C:11]2[C:10]([C:13]([NH2:15])=[O:14])=[CH:9][CH:8]=[C:7]([Cl:16])[C:6]=2[O:5][CH2:4]1.[F:17][C:18]1[CH:19]=[C:20]2[C:24](=[CH:25][CH:26]=1)[NH:23][CH:22]=[C:21]2[CH2:27][CH2:28][CH:29]=O.C(O)(=O)C.C([BH3-])#N.[Na+]. Given the product [Cl:16][C:7]1[C:6]2[O:5][CH2:4][CH:3]([NH:2][CH2:29][CH2:28][CH2:27][C:21]3[C:20]4[C:24](=[CH:25][CH:26]=[C:18]([F:17])[CH:19]=4)[NH:23][CH:22]=3)[CH2:12][C:11]=2[C:10]([C:13]([NH2:15])=[O:14])=[CH:9][CH:8]=1, predict the reactants needed to synthesize it. (8) Given the product [Cl:22][C:9]1[CH:10]=[C:11]([CH:16]=[C:17]([O:20][CH3:21])[C:18]=1[Cl:19])[C:12]([O:14][CH3:15])=[O:13], predict the reactants needed to synthesize it. The reactants are: N(OC(C)(C)C)=O.N[C:9]1[CH:10]=[C:11]([CH:16]=[C:17]([O:20][CH3:21])[C:18]=1[Cl:19])[C:12]([O:14][CH3:15])=[O:13].[ClH:22].C([O-])(O)=O.[Na+].N. (9) Given the product [CH2:7]([C:11]1[N:12]([CH2:20][C:21]2[CH:26]=[CH:25][C:24]([C:27]3[CH:32]=[CH:31][CH:30]=[CH:29][C:28]=3[C:33]3[NH:37][N:36]=[N:35][N:34]=3)=[CH:23][CH:22]=2)[C:13]([C:17]([O:19][C@@H:59]([O:58][C:57]([O:62][C@H:63]2[CH2:67][O:66][C@@H:65]3[C@H:68]([O:71][N+:72]([O-:74])=[O:73])[CH2:69][O:70][C@H:64]23)=[O:75])[CH3:60])=[O:18])=[C:14]([Cl:16])[N:15]=1)[CH2:8][CH2:9][CH3:10], predict the reactants needed to synthesize it. The reactants are: C(=O)([O-])[O-].[Cs+].[Cs+].[CH2:7]([C:11]1[N:12]([CH2:20][C:21]2[CH:26]=[CH:25][C:24]([C:27]3[CH:32]=[CH:31][CH:30]=[CH:29][C:28]=3[C:33]3[N:37](C(C4C=CC=CC=4)(C4C=CC=CC=4)C4C=CC=CC=4)[N:36]=[N:35][N:34]=3)=[CH:23][CH:22]=2)[C:13]([C:17]([OH:19])=[O:18])=[C:14]([Cl:16])[N:15]=1)[CH2:8][CH2:9][CH3:10].[C:57](=[O:75])([O:62][C@H:63]1[CH2:67][O:66][C@@H:65]2[C@H:68]([O:71][N+:72]([O-:74])=[O:73])[CH2:69][O:70][C@H:64]12)[O:58][C@@H:59](Cl)[CH3:60].O. (10) Given the product [C:32]([C:36]1[CH:41]=[CH:40][C:39]([C:24]2[C:23]([CH3:29])=[CH:22][C:21]([O:20][CH2:19][CH:15]([C:12]3[CH:11]=[CH:10][C:9]([C:8]([NH:7][CH2:6][CH2:5][C:4]([OH:31])=[O:3])=[O:30])=[CH:14][CH:13]=3)[CH:16]([CH3:18])[CH3:17])=[CH:26][C:25]=2[CH3:27])=[CH:38][CH:37]=1)([CH3:35])([CH3:34])[CH3:33], predict the reactants needed to synthesize it. The reactants are: C([O:3][C:4](=[O:31])[CH2:5][CH2:6][NH:7][C:8](=[O:30])[C:9]1[CH:14]=[CH:13][C:12]([CH:15]([CH2:19][O:20][C:21]2[CH:26]=[C:25]([CH3:27])[C:24](Br)=[C:23]([CH3:29])[CH:22]=2)[CH:16]([CH3:18])[CH3:17])=[CH:11][CH:10]=1)C.[C:32]([C:36]1[CH:41]=[CH:40][C:39](B(O)O)=[CH:38][CH:37]=1)([CH3:35])([CH3:34])[CH3:33].